This data is from Ames mutagenicity test results for genotoxicity prediction. The task is: Regression/Classification. Given a drug SMILES string, predict its toxicity properties. Task type varies by dataset: regression for continuous values (e.g., LD50, hERG inhibition percentage) or binary classification for toxic/non-toxic outcomes (e.g., AMES mutagenicity, cardiotoxicity, hepatotoxicity). Dataset: ames. (1) The compound is O[C@H]1[C@H](O)c2cc3ccc4ccccc4c3cc2[C@@H]2O[C@@H]21. The result is 1 (mutagenic). (2) The drug is c1ccc2c(c1)C1CCCCC1C1OC21. The result is 0 (non-mutagenic).